Dataset: Catalyst prediction with 721,799 reactions and 888 catalyst types from USPTO. Task: Predict which catalyst facilitates the given reaction. The catalyst class is: 11. Reactant: [N:1]1[CH:6]=[CH:5][C:4]([CH:7]=O)=[CH:3][CH:2]=1.[C:9]([CH:14]=P(C1C=CC=CC=1)(C1C=CC=CC=1)C1C=CC=CC=1)([O:11][CH2:12][CH3:13])=[O:10]. Product: [CH2:12]([O:11][C:9](=[O:10])/[CH:14]=[CH:7]/[C:4]1[CH:3]=[CH:2][N:1]=[CH:6][CH:5]=1)[CH3:13].